From a dataset of Full USPTO retrosynthesis dataset with 1.9M reactions from patents (1976-2016). Predict the reactants needed to synthesize the given product. (1) The reactants are: Br.[CH2:2]([S:4][C:5](=[NH:7])[NH2:6])[CH3:3].N(CCC[CH2:14][CH2:15][C:16]([O:18][CH2:19][CH3:20])=[O:17])=C=O.C1CCN2C(=NCCC2)CC1.[C:32](N1C=CN=C1)([N:34]1[CH:38]=CN=C1)=[O:33].Cl.CN(C=[O:49])C. Given the product [CH2:2]([S:4][C:5]1[NH:6][C:38](=[O:49])[N:34]([CH2:14][CH2:15][C:16]([O:18][CH2:19][CH3:20])=[O:17])[C:32](=[O:33])[N:7]=1)[CH3:3], predict the reactants needed to synthesize it. (2) Given the product [N+:20]([C:17]1[CH:18]=[CH:19][C:14]([C:12]2[N:9]=[C:1]([C:2]3[CH:7]=[CH:6][CH:5]=[CH:4][CH:3]=3)[O:8][CH:11]=2)=[CH:15][CH:16]=1)([O-:22])=[O:21], predict the reactants needed to synthesize it. The reactants are: [C:1]([NH2:9])(=[O:8])[C:2]1[CH:7]=[CH:6][CH:5]=[CH:4][CH:3]=1.Br[CH2:11][C:12]([C:14]1[CH:19]=[CH:18][C:17]([N+:20]([O-:22])=[O:21])=[CH:16][CH:15]=1)=O. (3) Given the product [O:3]=[C:4]1[N:10]([CH:11]2[CH2:16][CH2:15][N:14]([C:17]([O:19][C@H:20]([CH2:41][C:42]3[CH:51]=[C:50]([CH3:52])[C:45]4[O:46][CH2:47][CH2:48][O:49][C:44]=4[CH:43]=3)[C:21]([N:23]3[CH2:28][CH2:27][CH:26]([CH:29]4[CH2:34][CH2:33][N:32]([CH2:35][C:36]([OH:38])=[O:37])[CH2:31][CH2:30]4)[CH2:25][CH2:24]3)=[O:22])=[O:18])[CH2:13][CH2:12]2)[CH2:9][CH2:8][C:7]2[CH:53]=[CH:54][CH:55]=[CH:56][C:6]=2[NH:5]1, predict the reactants needed to synthesize it. The reactants are: [Li+].[OH-].[O:3]=[C:4]1[N:10]([CH:11]2[CH2:16][CH2:15][N:14]([C:17]([O:19][C@H:20]([CH2:41][C:42]3[CH:51]=[C:50]([CH3:52])[C:45]4[O:46][CH2:47][CH2:48][O:49][C:44]=4[CH:43]=3)[C:21]([N:23]3[CH2:28][CH2:27][CH:26]([CH:29]4[CH2:34][CH2:33][N:32]([CH2:35][C:36]([O:38]CC)=[O:37])[CH2:31][CH2:30]4)[CH2:25][CH2:24]3)=[O:22])=[O:18])[CH2:13][CH2:12]2)[CH2:9][CH2:8][C:7]2[CH:53]=[CH:54][CH:55]=[CH:56][C:6]=2[NH:5]1.